Dataset: Full USPTO retrosynthesis dataset with 1.9M reactions from patents (1976-2016). Task: Predict the reactants needed to synthesize the given product. Given the product [F:16][C:17]1[CH:22]=[CH:21][C:20]([O:23][CH2:13][CH2:14][CH3:15])=[C:19]([N+:24]([O-:26])=[O:25])[CH:18]=1, predict the reactants needed to synthesize it. The reactants are: CN(C)C=O.C(=O)([O-])[O-].[K+].[K+].I[CH2:13][CH2:14][CH3:15].[F:16][C:17]1[CH:22]=[CH:21][C:20]([OH:23])=[C:19]([N+:24]([O-:26])=[O:25])[CH:18]=1.